From a dataset of Retrosynthesis with 50K atom-mapped reactions and 10 reaction types from USPTO. Predict the reactants needed to synthesize the given product. Given the product CCCc1cc(C)c(NC(=O)Nc2cc(F)ccc2C(=O)N[C@H](C(=O)O)C2CCCCC2)c(C)c1, predict the reactants needed to synthesize it. The reactants are: CCCc1cc(C)c(NC(=O)Nc2cc(F)ccc2C(=O)N[C@H](C(=O)OC)C2CCCCC2)c(C)c1.